The task is: Regression. Given two drug SMILES strings and cell line genomic features, predict the synergy score measuring deviation from expected non-interaction effect.. This data is from NCI-60 drug combinations with 297,098 pairs across 59 cell lines. (1) Drug 1: C1=NC2=C(N1)C(=S)N=C(N2)N. Drug 2: COCCOC1=C(C=C2C(=C1)C(=NC=N2)NC3=CC=CC(=C3)C#C)OCCOC.Cl. Cell line: SK-MEL-5. Synergy scores: CSS=37.0, Synergy_ZIP=-1.24, Synergy_Bliss=-1.16, Synergy_Loewe=-1.75, Synergy_HSA=-0.953. (2) Drug 1: C1CCN(CC1)CCOC2=CC=C(C=C2)C(=O)C3=C(SC4=C3C=CC(=C4)O)C5=CC=C(C=C5)O. Drug 2: CN1C(=O)N2C=NC(=C2N=N1)C(=O)N. Cell line: NCI-H460. Synergy scores: CSS=4.62, Synergy_ZIP=4.86, Synergy_Bliss=-1.09, Synergy_Loewe=-2.32, Synergy_HSA=-4.42. (3) Synergy scores: CSS=12.3, Synergy_ZIP=-1.01, Synergy_Bliss=7.36, Synergy_Loewe=5.89, Synergy_HSA=6.51. Drug 2: CCC(=C(C1=CC=CC=C1)C2=CC=C(C=C2)OCCN(C)C)C3=CC=CC=C3.C(C(=O)O)C(CC(=O)O)(C(=O)O)O. Drug 1: CS(=O)(=O)C1=CC(=C(C=C1)C(=O)NC2=CC(=C(C=C2)Cl)C3=CC=CC=N3)Cl. Cell line: OVCAR-5. (4) Drug 1: CC1=C(C=C(C=C1)C(=O)NC2=CC(=CC(=C2)C(F)(F)F)N3C=C(N=C3)C)NC4=NC=CC(=N4)C5=CN=CC=C5. Drug 2: C1=NC(=NC(=O)N1C2C(C(C(O2)CO)O)O)N. Cell line: KM12. Synergy scores: CSS=0.962, Synergy_ZIP=-8.04, Synergy_Bliss=-15.7, Synergy_Loewe=-23.2, Synergy_HSA=-15.6. (5) Drug 1: CC1=CC=C(C=C1)C2=CC(=NN2C3=CC=C(C=C3)S(=O)(=O)N)C(F)(F)F. Synergy scores: CSS=-2.23, Synergy_ZIP=-0.145, Synergy_Bliss=-2.56, Synergy_Loewe=-1.41, Synergy_HSA=-3.23. Drug 2: C(=O)(N)NO. Cell line: NCI-H460. (6) Drug 1: CNC(=O)C1=CC=CC=C1SC2=CC3=C(C=C2)C(=NN3)C=CC4=CC=CC=N4. Drug 2: CS(=O)(=O)C1=CC(=C(C=C1)C(=O)NC2=CC(=C(C=C2)Cl)C3=CC=CC=N3)Cl. Cell line: UACC62. Synergy scores: CSS=3.83, Synergy_ZIP=-1.15, Synergy_Bliss=-0.361, Synergy_Loewe=-2.90, Synergy_HSA=-1.30. (7) Drug 1: C1CCN(CC1)CCOC2=CC=C(C=C2)C(=O)C3=C(SC4=C3C=CC(=C4)O)C5=CC=C(C=C5)O. Drug 2: CCCCC(=O)OCC(=O)C1(CC(C2=C(C1)C(=C3C(=C2O)C(=O)C4=C(C3=O)C=CC=C4OC)O)OC5CC(C(C(O5)C)O)NC(=O)C(F)(F)F)O. Cell line: DU-145. Synergy scores: CSS=2.55, Synergy_ZIP=2.33, Synergy_Bliss=3.99, Synergy_Loewe=1.72, Synergy_HSA=0.0141. (8) Drug 1: C1CN1P(=S)(N2CC2)N3CC3. Drug 2: C1C(C(OC1N2C=NC3=C(N=C(N=C32)Cl)N)CO)O. Cell line: MDA-MB-435. Synergy scores: CSS=12.7, Synergy_ZIP=-8.21, Synergy_Bliss=-1.78, Synergy_Loewe=-13.1, Synergy_HSA=-2.01. (9) Drug 1: CCC1(CC2CC(C3=C(CCN(C2)C1)C4=CC=CC=C4N3)(C5=C(C=C6C(=C5)C78CCN9C7C(C=CC9)(C(C(C8N6C=O)(C(=O)OC)O)OC(=O)C)CC)OC)C(=O)OC)O.OS(=O)(=O)O. Drug 2: CCC1=C2CN3C(=CC4=C(C3=O)COC(=O)C4(CC)O)C2=NC5=C1C=C(C=C5)O. Cell line: HL-60(TB). Synergy scores: CSS=82.3, Synergy_ZIP=4.72, Synergy_Bliss=8.12, Synergy_Loewe=12.0, Synergy_HSA=11.7. (10) Drug 1: CCCCCOC(=O)NC1=NC(=O)N(C=C1F)C2C(C(C(O2)C)O)O. Drug 2: CC(C)NC(=O)C1=CC=C(C=C1)CNNC.Cl. Cell line: SF-268. Synergy scores: CSS=-2.33, Synergy_ZIP=0.487, Synergy_Bliss=-3.14, Synergy_Loewe=-4.54, Synergy_HSA=-5.30.